This data is from CYP2C19 inhibition data for predicting drug metabolism from PubChem BioAssay. The task is: Regression/Classification. Given a drug SMILES string, predict its absorption, distribution, metabolism, or excretion properties. Task type varies by dataset: regression for continuous measurements (e.g., permeability, clearance, half-life) or binary classification for categorical outcomes (e.g., BBB penetration, CYP inhibition). Dataset: cyp2c19_veith. (1) The compound is COc1ccc(-c2nc3cnc(N4CCNCC4)nc3n(Cc3ccc(F)cc3)c2=O)cc1. The result is 0 (non-inhibitor). (2) The result is 1 (inhibitor). The drug is O=C(Nc1ccccc1)OCc1cc(-c2ccc(Cl)cc2)on1. (3) The compound is COc1cccc(/C=N/n2nnc3c(cnn3-c3ccccc3)c2=O)c1. The result is 0 (non-inhibitor). (4) The compound is O=C1CC(N2CC=C(c3ccc(F)cc3)CC2)C(=O)N1c1ccc(F)cc1. The result is 0 (non-inhibitor). (5) The result is 0 (non-inhibitor). The drug is Cc1c(C(=O)c2ccc3ccccc3c2)c2cccc3c2n1[C@H](CN1CCOCC1)CO3. (6) The compound is COC(=O)c1cc(NS(=O)(=O)c2ccc(N3CCCCCC3)c([N+](=O)[O-])c2)cc(C(=O)OC)c1. The result is 1 (inhibitor). (7) The molecule is O=C(NC[C@@H](O)CO)c1c(I)c(C(=O)NC[C@@H](O)CO)c(I)c(N(CCO)C(=O)CO)c1I. The result is 0 (non-inhibitor).